This data is from Full USPTO retrosynthesis dataset with 1.9M reactions from patents (1976-2016). The task is: Predict the reactants needed to synthesize the given product. (1) Given the product [Cl:26][C:25]1[C:20]([N:16]2[CH2:17][CH2:18][C:10]3[C:9]([NH:8][C:5]4[CH:4]=[CH:3][C:2]([F:1])=[CH:7][CH:6]=4)=[N:14][CH:13]=[N:12][C:11]=3[CH2:15]2)=[N:21][CH:22]=[CH:23][CH:24]=1, predict the reactants needed to synthesize it. The reactants are: [F:1][C:2]1[CH:7]=[CH:6][C:5]([NH:8][C:9]2[C:10]3[CH2:18][CH2:17][NH:16][CH2:15][C:11]=3[N:12]=[CH:13][N:14]=2)=[CH:4][CH:3]=1.Cl[C:20]1[C:25]([Cl:26])=[CH:24][CH:23]=[CH:22][N:21]=1.C(N(CC)C(C)C)(C)C. (2) Given the product [N:12]1[CH:13]=[CH:14][CH:15]=[CH:16][C:11]=1[CH2:10][CH2:9][C:7]1[CH:6]=[CH:5][NH:4][C:3](=[O:2])[CH:8]=1, predict the reactants needed to synthesize it. The reactants are: C[O:2][C:3]1[CH:8]=[C:7]([CH2:9][CH2:10][C:11]2[CH:16]=[CH:15][CH:14]=[CH:13][N:12]=2)[CH:6]=[CH:5][N:4]=1. (3) Given the product [N+:1]([C:4]1[CH:9]=[CH:8][C:7]([O:10][C:11]([N:13]2[CH2:18][CH2:17][CH:16]([NH:19][C:20]3[N:28]=[C:27]([NH:29][C@H:30]4[CH2:35][CH2:34][C@H:33]([NH:36][C:47]([O:46][C:43]([CH3:45])([CH3:44])[CH3:42])=[O:48])[CH2:32][CH2:31]4)[N:26]=[C:25]4[C:21]=3[N:22]=[CH:23][N:24]4[CH:37]3[CH2:38][CH2:39][CH2:40][CH2:41]3)[CH2:15][CH2:14]2)=[O:12])=[CH:6][CH:5]=1)([O-:3])=[O:2], predict the reactants needed to synthesize it. The reactants are: [N+:1]([C:4]1[CH:9]=[CH:8][C:7]([O:10][C:11]([N:13]2[CH2:18][CH2:17][CH:16]([NH:19][C:20]3[N:28]=[C:27]([NH:29][C@H:30]4[CH2:35][CH2:34][C@H:33]([NH2:36])[CH2:32][CH2:31]4)[N:26]=[C:25]4[C:21]=3[N:22]=[CH:23][N:24]4[CH:37]3[CH2:41][CH2:40][CH2:39][CH2:38]3)[CH2:15][CH2:14]2)=[O:12])=[CH:6][CH:5]=1)([O-:3])=[O:2].[CH3:42][C:43]([O:46][C:47](O[C:47]([O:46][C:43]([CH3:45])([CH3:44])[CH3:42])=[O:48])=[O:48])([CH3:45])[CH3:44].C(Cl)Cl. (4) Given the product [F:29][C:27]([F:28])([F:30])[C:25]1[CH:24]=[C:23]([C:31]([CH3:35])([CH3:36])[C:32]([N:11]([C:10]2[C:5]([O:4][C:3]3[CH:15]=[CH:16][CH:17]=[CH:18][C:2]=3[Cl:1])=[N:6][C:7]([S:13][CH3:14])=[N:8][CH:9]=2)[CH3:12])=[O:33])[CH:22]=[C:21]([C:20]([F:19])([F:37])[F:38])[CH:26]=1, predict the reactants needed to synthesize it. The reactants are: [Cl:1][C:2]1[CH:18]=[CH:17][CH:16]=[CH:15][C:3]=1[O:4][C:5]1[C:10]([NH:11][CH3:12])=[CH:9][N:8]=[C:7]([S:13][CH3:14])[N:6]=1.[F:19][C:20]([F:38])([F:37])[C:21]1[CH:22]=[C:23]([C:31]([CH3:36])([CH3:35])[C:32](Cl)=[O:33])[CH:24]=[C:25]([C:27]([F:30])([F:29])[F:28])[CH:26]=1. (5) The reactants are: [C:1]1([C:7]([C:17]2[CH:22]=[CH:21][CH:20]=[CH:19][CH:18]=2)([C:11]2[CH:16]=[CH:15][CH:14]=[CH:13][CH:12]=2)[C:8](O)=[O:9])[CH:6]=[CH:5][CH:4]=[CH:3][CH:2]=1.[NH2:23][CH2:24][CH2:25][CH2:26][N:27]1[CH2:32][CH2:31][CH:30]([C:33]2[N:38]=[C:37]([NH:39][C:40](=[O:44])[CH:41]([CH3:43])[CH3:42])[CH:36]=[CH:35][CH:34]=2)[CH2:29][CH2:28]1. Given the product [CH3:42][CH:41]([CH3:43])[C:40]([NH:39][C:37]1[CH:36]=[CH:35][CH:34]=[C:33]([CH:30]2[CH2:31][CH2:32][N:27]([CH2:26][CH2:25][CH2:24][NH:23][C:8](=[O:9])[C:7]([C:11]3[CH:16]=[CH:15][CH:14]=[CH:13][CH:12]=3)([C:17]3[CH:18]=[CH:19][CH:20]=[CH:21][CH:22]=3)[C:1]3[CH:6]=[CH:5][CH:4]=[CH:3][CH:2]=3)[CH2:28][CH2:29]2)[N:38]=1)=[O:44], predict the reactants needed to synthesize it. (6) Given the product [NH:36]1[C:40]([C:2]2[CH:3]=[C:4]([C:8]3[CH:13]=[CH:12][CH:11]=[C:10]([CH2:14][CH2:15][CH2:16][C:17]4[N:21]([CH2:22][CH3:23])[C:20](=[O:24])[N:19]([CH2:25][C:26]5[CH:27]=[CH:28][C:29]([C:32]([CH3:33])([CH3:35])[CH3:34])=[CH:30][CH:31]=5)[N:18]=4)[CH:9]=3)[CH:5]=[CH:6][CH:7]=2)=[N:39][N:38]=[N:37]1, predict the reactants needed to synthesize it. The reactants are: Br[C:2]1[CH:3]=[C:4]([C:8]2[CH:13]=[CH:12][CH:11]=[C:10]([CH2:14][CH2:15][CH2:16][C:17]3[N:21]([CH2:22][CH3:23])[C:20](=[O:24])[N:19]([CH2:25][C:26]4[CH:31]=[CH:30][C:29]([C:32]([CH3:35])([CH3:34])[CH3:33])=[CH:28][CH:27]=4)[N:18]=3)[CH:9]=2)[CH:5]=[CH:6][CH:7]=1.[NH:36]1[C:40](C2C=C(B(O)O)C=CC=2)=[N:39][N:38]=[N:37]1.[O-]P([O-])([O-])=O.[K+].[K+].[K+].C1(P(C2CCCCC2)C2C=CC=CC=2C2C(OC)=CC=CC=2OC)CCCCC1. (7) The reactants are: [Cl:1][C:2]1[C:7]2[N:8]=[CH:9][N:10]([CH3:11])[C:6]=2[N:5]=[C:4]2[NH:12][C:13](=[O:23])[N:14]([C:15]3[CH:20]=[CH:19][C:18]([I:21])=[CH:17][C:16]=3[F:22])[C:3]=12.[Li+].C[Si]([N-][Si](C)(C)C)(C)C.[CH:34]1([S:37](Cl)(=[O:39])=[O:38])[CH2:36][CH2:35]1. Given the product [Cl:1][C:2]1[CH:7]2[N:8]=[CH:9][N:10]([CH3:11])[CH:6]2[N:5]=[C:4]2[N:12]([S:37]([CH:34]3[CH2:36][CH2:35]3)(=[O:39])=[O:38])[C:13](=[O:23])[N:14]([C:15]3[CH:20]=[CH:19][C:18]([I:21])=[CH:17][C:16]=3[F:22])[C:3]=12, predict the reactants needed to synthesize it. (8) Given the product [CH2:13]([O:12][C:2]1[CH:3]=[CH:4][C:5]2[C:6](=[O:11])[CH2:7][CH2:8][CH2:9][C:10]=2[N:1]=1)[C:14]1[CH:19]=[CH:18][CH:17]=[CH:16][CH:15]=1, predict the reactants needed to synthesize it. The reactants are: [NH:1]1[C:10]2[CH2:9][CH2:8][CH2:7][C:6](=[O:11])[C:5]=2[CH:4]=[CH:3][C:2]1=[O:12].[CH2:13](Br)[C:14]1[CH:19]=[CH:18][CH:17]=[CH:16][CH:15]=1.